This data is from Catalyst prediction with 721,799 reactions and 888 catalyst types from USPTO. The task is: Predict which catalyst facilitates the given reaction. (1) Product: [Cl:1][C:2]1[N:7]=[CH:6][C:5]([C:8]2([C:13]([OH:15])=[O:14])[CH2:12][CH2:11][CH2:10][CH2:9]2)=[CH:4][CH:3]=1. Reactant: [Cl:1][C:2]1[N:7]=[CH:6][C:5]([C:8]2([C:13]([O:15]CC)=[O:14])[CH2:12][CH2:11][CH2:10][CH2:9]2)=[CH:4][CH:3]=1.[OH-].[Na+]. The catalyst class is: 8. (2) Reactant: [CH:1]([C:3]1[CH:12]=[CH:11][C:6]([C:7]([O:9]C)=[O:8])=[CH:5][CH:4]=1)=O.[CH3:13][C:14]1([CH3:29])[CH2:23][CH2:22][C:21]([CH3:25])([CH3:24])[C:20]2[CH:19]=[C:18]([C:26](=[O:28])[CH3:27])[CH:17]=[CH:16][C:15]1=2.Cl. Product: [O:28]=[C:26]([C:18]1[CH:17]=[CH:16][C:15]2[C:14]([CH3:29])([CH3:13])[CH2:23][CH2:22][C:21]([CH3:25])([CH3:24])[C:20]=2[CH:19]=1)[CH:27]=[CH:1][C:3]1[CH:12]=[CH:11][C:6]([C:7]([OH:9])=[O:8])=[CH:5][CH:4]=1. The catalyst class is: 562. (3) Reactant: [C:1]([C:3]1[C:8]([O:9][CH2:10][C:11]([CH3:19])([CH3:18])[C:12](=[O:17])[NH:13][CH2:14][CH2:15][CH3:16])=[CH:7][CH:6]=[CH:5][C:4]=1[NH:20][C:21]([NH:23]C(=O)C1C=CC=CC=1)=[O:22])#[N:2].[OH-].[Na+]. Product: [NH2:2][C:1]1[C:3]2[C:4](=[CH:5][CH:6]=[CH:7][C:8]=2[O:9][CH2:10][C:11]([CH3:19])([CH3:18])[C:12]([NH:13][CH2:14][CH2:15][CH3:16])=[O:17])[NH:20][C:21](=[O:22])[N:23]=1. The catalyst class is: 14. (4) Reactant: [F:1][C:2]([F:15])([F:14])[C:3]1[CH:4]=[C:5]([CH:11]=[CH:12][CH:13]=1)[CH2:6][NH:7][C:8]([NH2:10])=[O:9].[C:16]([N:24]=[C:25]=[S:26])(=[O:23])[C:17]1[CH:22]=[CH:21][CH:20]=[CH:19][CH:18]=1. Product: [F:1][C:2]([F:14])([F:15])[C:3]1[CH:4]=[C:5]([CH:11]=[CH:12][CH:13]=1)[CH2:6][NH:7][C:8](=[O:9])[NH:10][C:25]([NH:24][C:16](=[O:23])[C:17]1[CH:18]=[CH:19][CH:20]=[CH:21][CH:22]=1)=[S:26]. The catalyst class is: 21. (5) The catalyst class is: 54. Reactant: COP([CH2:7][C:8]([O:10][CH3:11])=[O:9])(OC)=O.[H-].[Na+].[C:14]([O:18][C:19]([N:21]1[CH2:26][CH2:25][C:24](=O)[CH2:23][CH2:22]1)=[O:20])([CH3:17])([CH3:16])[CH3:15].Cl. Product: [C:14]([O:18][C:19]([N:21]1[CH2:26][CH2:25][C:24](=[CH:7][C:8]([O:10][CH3:11])=[O:9])[CH2:23][CH2:22]1)=[O:20])([CH3:17])([CH3:15])[CH3:16]. (6) The catalyst class is: 3. Reactant: [CH3:1][N:2]1[CH2:7][CH2:6][N:5]([CH2:8][C:9]2[CH:17]=[CH:16][C:12]([C:13]([OH:15])=O)=[CH:11][CH:10]=2)[CH2:4][CH2:3]1.CCN(C(C)C)C(C)C.[Cl:27][C:28]1[CH:33]=[C:32]([C:34]2[CH:35]=[N:36][CH:37]=[CH:38][CH:39]=2)[CH:31]=[CH:30][C:29]=1[C:40]1[S:44][C:43]([NH2:45])=[N:42][CH:41]=1. Product: [Cl:27][C:28]1[CH:33]=[C:32]([C:34]2[CH:35]=[N:36][CH:37]=[CH:38][CH:39]=2)[CH:31]=[CH:30][C:29]=1[C:40]1[S:44][C:43]([NH:45][C:13](=[O:15])[C:12]2[CH:11]=[CH:10][C:9]([CH2:8][N:5]3[CH2:4][CH2:3][N:2]([CH3:1])[CH2:7][CH2:6]3)=[CH:17][CH:16]=2)=[N:42][CH:41]=1. (7) Reactant: [CH3:1][C:2]1[CH:3]=[C:4]([CH:8]2[O:12][C:11](=O)[N:10](C)[CH2:9]2)[O:5][C:6]=1[CH3:7].[OH-].[K+].[Na+].[Cl-]. Product: [CH3:1][C:2]1[CH:3]=[C:4]([CH:8]([OH:12])[CH2:9][NH:10][CH3:11])[O:5][C:6]=1[CH3:7]. The catalyst class is: 8. (8) Reactant: C(Cl)(=O)C(Cl)=O.CN(C=O)C.[F:12][C:13]1[CH:14]=[C:15]([CH:21]=[CH:22][C:23]=1[F:24])[CH2:16][CH2:17][C:18]([OH:20])=O. Product: [F:12][C:13]1[CH:14]=[C:15]2[C:21](=[CH:22][C:23]=1[F:24])[C:18](=[O:20])[CH2:17][CH2:16]2. The catalyst class is: 4. (9) Reactant: [CH:1]1([CH2:4][N:5]2[C:10]3[CH:11]=[N:12][C:13]([NH:15]C(=O)OC(C)(C)C)=[CH:14][C:9]=3[C:8](=[O:23])[N:7]([CH2:24][CH:25]3[CH2:27][CH2:26]3)[C:6]2=[O:28])[CH2:3][CH2:2]1.FC(F)(F)C(O)=O. Product: [NH2:15][C:13]1[N:12]=[CH:11][C:10]2[N:5]([CH2:4][CH:1]3[CH2:3][CH2:2]3)[C:6](=[O:28])[N:7]([CH2:24][CH:25]3[CH2:27][CH2:26]3)[C:8](=[O:23])[C:9]=2[CH:14]=1. The catalyst class is: 4.